From a dataset of Forward reaction prediction with 1.9M reactions from USPTO patents (1976-2016). Predict the product of the given reaction. Given the reactants [CH3:1][C:2]1([CH3:46])[C:10]2[C:5](=[CH:6][CH:7]=[CH:8][CH:9]=2)[N:4]([CH2:11][CH2:12][CH2:13][N:14]2[CH2:44][CH2:43][C:17]3([N:21]([C:22]4[CH:27]=[CH:26][CH:25]=[CH:24][CH:23]=4)[CH2:20][N:19]([CH2:28][C:29]4[CH:41]=[CH:40][CH:39]=[CH:38][C:30]=4[C:31]([O:33]C(C)(C)C)=[O:32])[C:18]3=[O:42])[CH2:16][CH2:15]2)[C:3]1=[O:45].Cl, predict the reaction product. The product is: [CH3:1][C:2]1([CH3:46])[C:10]2[C:5](=[CH:6][CH:7]=[CH:8][CH:9]=2)[N:4]([CH2:11][CH2:12][CH2:13][N:14]2[CH2:44][CH2:43][C:17]3([N:21]([C:22]4[CH:27]=[CH:26][CH:25]=[CH:24][CH:23]=4)[CH2:20][N:19]([CH2:28][C:29]4[CH:41]=[CH:40][CH:39]=[CH:38][C:30]=4[C:31]([OH:33])=[O:32])[C:18]3=[O:42])[CH2:16][CH2:15]2)[C:3]1=[O:45].